Task: Predict the product of the given reaction.. Dataset: Forward reaction prediction with 1.9M reactions from USPTO patents (1976-2016) (1) Given the reactants C(OC([N:8]1[CH2:13][CH2:12][CH:11]([C:14](=[O:24])[C:15]2[CH:20]=[CH:19][C:18]([O:21][CH3:22])=[C:17]([CH3:23])[CH:16]=2)[CH2:10][CH2:9]1)=O)(C)(C)C.O1CCOCC1.[ClH:31], predict the reaction product. The product is: [ClH:31].[CH3:22][O:21][C:18]1[CH:19]=[CH:20][C:15]([C:14]([CH:11]2[CH2:12][CH2:13][NH:8][CH2:9][CH2:10]2)=[O:24])=[CH:16][C:17]=1[CH3:23]. (2) Given the reactants Br[C:2]1[CH:11]=[CH:10][C:9]2[C:4](=[C:5]([Br:12])[CH:6]=[CH:7][CH:8]=2)[N:3]=1.[C:13]([C:17]1[C:18]([O:30][CH3:31])=[C:19](B(O)O)[CH:20]=[C:21]([C:23]([CH3:26])([CH3:25])[CH3:24])[CH:22]=1)([CH3:16])([CH3:15])[CH3:14].C([O-])([O-])=O.[K+].[K+].CC1C=CC=CC=1P(C1C=CC=CC=1C)C1C=CC=CC=1C, predict the reaction product. The product is: [Br:12][C:5]1[CH:6]=[CH:7][CH:8]=[C:9]2[C:4]=1[N:3]=[C:2]([C:19]1[CH:20]=[C:21]([C:23]([CH3:24])([CH3:26])[CH3:25])[CH:22]=[C:17]([C:13]([CH3:16])([CH3:15])[CH3:14])[C:18]=1[O:30][CH3:31])[CH:11]=[CH:10]2. (3) The product is: [CH2:24]([N:8]([CH2:1][C:2]1[CH:7]=[CH:6][CH:5]=[CH:4][CH:3]=1)[C:9]1([C:12]2[CH:13]=[CH:14][C:15]([C:18]#[CH:19])=[CH:16][CH:17]=2)[CH2:11][CH2:10]1)[C:25]1[CH:26]=[CH:27][CH:28]=[CH:29][CH:30]=1. Given the reactants [CH2:1]([N:8]([CH2:24][C:25]1[CH:30]=[CH:29][CH:28]=[CH:27][CH:26]=1)[C:9]1([C:12]2[CH:17]=[CH:16][C:15]([C:18]#[C:19][Si](C)(C)C)=[CH:14][CH:13]=2)[CH2:11][CH2:10]1)[C:2]1[CH:7]=[CH:6][CH:5]=[CH:4][CH:3]=1.C(=O)([O-])[O-].[K+].[K+], predict the reaction product. (4) The product is: [CH2:1]([O:8][C:9](=[O:23])[C@@H:10]([NH:15][C:16]([O:18][C:19]([CH3:20])([CH3:22])[CH3:21])=[O:17])[CH2:11][CH2:12][CH2:13][O:14][Si:28]([C:24]([CH3:27])([CH3:26])[CH3:25])([C:36]1[CH:37]=[CH:38][CH:39]=[CH:40][CH:41]=1)[C:30]1[CH:35]=[CH:34][CH:33]=[CH:32][CH:31]=1)[C:2]1[CH:7]=[CH:6][CH:5]=[CH:4][CH:3]=1. Given the reactants [CH2:1]([O:8][C:9](=[O:23])[C@@H:10]([NH:15][C:16]([O:18][C:19]([CH3:22])([CH3:21])[CH3:20])=[O:17])[CH2:11][CH2:12][CH2:13][OH:14])[C:2]1[CH:7]=[CH:6][CH:5]=[CH:4][CH:3]=1.[C:24]([Si:28]([C:36]1[CH:41]=[CH:40][CH:39]=[CH:38][CH:37]=1)([C:30]1[CH:35]=[CH:34][CH:33]=[CH:32][CH:31]=1)Cl)([CH3:27])([CH3:26])[CH3:25].C(N(CC)CC)C, predict the reaction product.